From a dataset of NCI-60 drug combinations with 297,098 pairs across 59 cell lines. Regression. Given two drug SMILES strings and cell line genomic features, predict the synergy score measuring deviation from expected non-interaction effect. (1) Drug 1: CC1C(C(CC(O1)OC2CC(CC3=C2C(=C4C(=C3O)C(=O)C5=C(C4=O)C(=CC=C5)OC)O)(C(=O)CO)O)N)O.Cl. Drug 2: CN(C)N=NC1=C(NC=N1)C(=O)N. Cell line: RXF 393. Synergy scores: CSS=5.24, Synergy_ZIP=-4.12, Synergy_Bliss=-6.18, Synergy_Loewe=-16.5, Synergy_HSA=-3.41. (2) Drug 1: CC12CCC(CC1=CCC3C2CCC4(C3CC=C4C5=CN=CC=C5)C)O. Drug 2: C1=C(C(=O)NC(=O)N1)N(CCCl)CCCl. Cell line: 786-0. Synergy scores: CSS=57.2, Synergy_ZIP=6.29, Synergy_Bliss=7.34, Synergy_Loewe=3.96, Synergy_HSA=7.77. (3) Drug 1: C1=CC(=CC=C1CC(C(=O)O)N)N(CCCl)CCCl.Cl. Drug 2: CC1=C(C(CCC1)(C)C)C=CC(=CC=CC(=CC(=O)O)C)C. Cell line: RPMI-8226. Synergy scores: CSS=53.3, Synergy_ZIP=-1.09, Synergy_Bliss=2.15, Synergy_Loewe=-15.8, Synergy_HSA=2.47. (4) Drug 1: C1CC(=O)NC(=O)C1N2CC3=C(C2=O)C=CC=C3N. Drug 2: CC1C(C(CC(O1)OC2CC(CC3=C2C(=C4C(=C3O)C(=O)C5=C(C4=O)C(=CC=C5)OC)O)(C(=O)CO)O)N)O.Cl. Cell line: HT29. Synergy scores: CSS=37.5, Synergy_ZIP=-1.08, Synergy_Bliss=-3.39, Synergy_Loewe=-7.36, Synergy_HSA=-2.70. (5) Drug 1: CC(C)(C#N)C1=CC(=CC(=C1)CN2C=NC=N2)C(C)(C)C#N. Drug 2: C(CN)CNCCSP(=O)(O)O. Cell line: UACC-257. Synergy scores: CSS=-1.94, Synergy_ZIP=2.10, Synergy_Bliss=2.80, Synergy_Loewe=0.488, Synergy_HSA=-0.0431. (6) Drug 1: C1C(C(OC1N2C=NC3=C(N=C(N=C32)Cl)N)CO)O. Drug 2: C1=CC=C(C=C1)NC(=O)CCCCCCC(=O)NO. Cell line: HCT-15. Synergy scores: CSS=23.8, Synergy_ZIP=-5.20, Synergy_Bliss=-1.01, Synergy_Loewe=-3.12, Synergy_HSA=-2.90.